Dataset: Full USPTO retrosynthesis dataset with 1.9M reactions from patents (1976-2016). Task: Predict the reactants needed to synthesize the given product. (1) Given the product [F:1][C:2]([F:33])([F:32])[C:3]1[CH:4]=[C:5]([CH:25]=[C:26]([C:28]([F:31])([F:30])[F:29])[CH:27]=1)[CH2:6][N:7]([CH3:24])[C:8](=[O:23])[C:9]1[C:14]([C:15]2[CH:20]=[CH:19][CH:18]=[CH:17][C:16]=2[CH3:21])=[CH:13][C:12]([S:35]([CH3:34])(=[O:37])=[O:36])=[N:11][CH:10]=1, predict the reactants needed to synthesize it. The reactants are: [F:1][C:2]([F:33])([F:32])[C:3]1[CH:4]=[C:5]([CH:25]=[C:26]([C:28]([F:31])([F:30])[F:29])[CH:27]=1)[CH2:6][N:7]([CH3:24])[C:8](=[O:23])[C:9]1[C:14]([C:15]2[CH:20]=[CH:19][CH:18]=[CH:17][C:16]=2[CH3:21])=[CH:13][C:12](Cl)=[N:11][CH:10]=1.[CH3:34][S:35]([O-:37])=[O:36].[Na+].C(=O)(O)[O-].[Na+]. (2) Given the product [F:11][C:12]1[CH:13]=[CH:14][C:15]([CH3:20])=[C:16]([CH:17]=[N:28][C:26]([O:35][Si:3]([CH3:5])([CH3:4])[CH3:2])=[CH2:27])[CH:19]=1, predict the reactants needed to synthesize it. The reactants are: [Li+].[CH3:2][Si:3]([N-][Si:3]([CH3:5])([CH3:4])[CH3:2])([CH3:5])[CH3:4].[F:11][C:12]1[CH:13]=[CH:14][C:15]([CH3:20])=[C:16]([CH:19]=1)[CH:17]=O.C[Si](Cl)(C)C.[CH2:26]([N:28](CC)CC)[CH3:27].C(Cl)(=[O:35])C.